From a dataset of Full USPTO retrosynthesis dataset with 1.9M reactions from patents (1976-2016). Predict the reactants needed to synthesize the given product. (1) Given the product [CH3:56][C:2]1([CH3:1])[CH2:7][O:6][C:5]([CH2:15][S:16][C@H:17]2[C:42](=[O:55])[N:19]([C:20]3[CH:21]=[CH:22][C:23]([F:26])=[CH:24][CH:25]=3)[C@@H:18]2[C:27]2[CH:41]=[CH:40][C:30]([O:31][CH2:32][C:33]([O:35][C:36]([CH3:38])([CH3:37])[CH3:39])=[O:34])=[CH:29][CH:28]=2)([C:8]2[CH:13]=[CH:12][C:11]([CH3:14])=[CH:10][CH:9]=2)[O:4][CH2:3]1, predict the reactants needed to synthesize it. The reactants are: [CH3:1][C:2]1([CH3:56])[CH2:7][O:6][C:5]([CH2:15][S:16][C@@H:17]([C:42](=[O:55])N2[C@@H](C3C=CC=CC=3)COC2=O)[C@H:18]([C:27]2[CH:41]=[CH:40][C:30]([O:31][CH2:32][C:33]([O:35][C:36]([CH3:39])([CH3:38])[CH3:37])=[O:34])=[CH:29][CH:28]=2)[NH:19][C:20]2[CH:25]=[CH:24][C:23]([F:26])=[CH:22][CH:21]=2)([C:8]2[CH:13]=[CH:12][C:11]([CH3:14])=[CH:10][CH:9]=2)[O:4][CH2:3]1.C/C(/O[Si](C)(C)C)=N\[Si](C)(C)C.[F-].C([N+](CCCC)(CCCC)CCCC)CCC. (2) Given the product [OH:30]/[CH:29]=[C:3]1\[CH:4]2[CH2:18][C:17]3[C:12](=[CH:13][CH:14]=[CH:15][CH:16]=3)[CH:5]2[N:6]([C:7]([O:9][CH2:10][CH3:11])=[O:8])[C:2]\1=[O:1], predict the reactants needed to synthesize it. The reactants are: [O:1]=[C:2]1[N:6]([C:7]([O:9][CH2:10][CH3:11])=[O:8])[CH:5]2[C:12]3[C:17]([CH2:18][CH:4]2[CH2:3]1)=[CH:16][CH:15]=[CH:14][CH:13]=3.C[Si]([N-][Si](C)(C)C)(C)C.[Li+].[CH:29](OCC)=[O:30].O. (3) Given the product [I:10][C:9]1[N:4]2[C:5]([S:6][C:2]([C:13]3[CH:14]=[N:15][CH:16]=[CH:17][C:12]=3[CH3:11])=[N:3]2)=[N:7][CH:8]=1, predict the reactants needed to synthesize it. The reactants are: Br[C:2]1[S:6][C:5]2=[N:7][CH:8]=[C:9]([I:10])[N:4]2[N:3]=1.[CH3:11][C:12]1[CH:17]=[CH:16][N:15]=[CH:14][C:13]=1B(O)O.C([O-])([O-])=O.[K+].[K+]. (4) The reactants are: Cl[CH:2]([CH:16]1[CH2:21][CH2:20][CH2:19][CH2:18][CH2:17]1)[C:3]1[CH:4]=[C:5]([CH:10]2[CH2:15][CH2:14][O:13][CH2:12][CH2:11]2)[S:6][C:7]=1[CH2:8][CH3:9].[NH2:22][C:23]1[CH:32]=[CH:31][C:26]([C:27]([O:29]C)=[O:28])=[CH:25][CH:24]=1.[I-].[Na+].C(=O)([O-])[O-].[Na+].[Na+].Cl.[OH-].[Na+]. Given the product [CH:16]1([CH:2]([NH:22][C:23]2[CH:32]=[CH:31][C:26]([C:27]([OH:29])=[O:28])=[CH:25][CH:24]=2)[C:3]2[CH:4]=[C:5]([CH:10]3[CH2:15][CH2:14][O:13][CH2:12][CH2:11]3)[S:6][C:7]=2[CH2:8][CH3:9])[CH2:21][CH2:20][CH2:19][CH2:18][CH2:17]1, predict the reactants needed to synthesize it.